Dataset: Reaction yield outcomes from USPTO patents with 853,638 reactions. Task: Predict the reaction yield, written as a fraction of the theoretical maximum amount of product (1.0 means a 100% yield; for example, 0.34 means a 34% yield). (1) The reactants are Br[C:2]1[CH:7]=[CH:6][C:5]([Br:8])=[CH:4][N:3]=1.O.[NH2:10][NH2:11].CC(O)CC. The catalyst is O. The product is [Br:8][C:5]1[CH:6]=[CH:7][C:2]([NH:10][NH2:11])=[N:3][CH:4]=1. The yield is 0.870. (2) The reactants are [CH2:1]([C:3]1[C:8]([NH2:9])=[C:7]([CH3:10])[C:6]([NH2:11])=[C:5]([CH2:12][CH3:13])[CH:4]=1)[CH3:2]. The catalyst is [Pt].C(C(C)=O)C. The product is [CH:1]([NH:11][C:6]1[C:5]([CH2:12][CH3:13])=[CH:4][C:3]([CH2:1][CH3:2])=[C:8]([NH:9][CH:5]([CH2:6][CH3:7])[CH3:12])[C:7]=1[CH3:10])([CH2:3][CH3:4])[CH3:2]. The yield is 0.965. (3) The reactants are [Na+].[Cl:2][C:3]1[CH:4]=[C:5]([NH:17][C:18]2[C:27]3[C:22](=[CH:23][CH:24]=[CH:25][C:26]=3[O:28][CH2:29][C:30]([O-:32])=O)[N:21]=[CH:20][N:19]=2)[CH:6]=[CH:7][C:8]=1[O:9][CH2:10][C:11]1[CH:16]=[CH:15][CH:14]=[CH:13][N:12]=1.CN(C(ON1N=NC2C=CC=NC1=2)=[N+](C)C)C.F[P-](F)(F)(F)(F)F.CCN(C(C)C)C(C)C.[CH3:66][N:67]([CH3:72])[CH2:68][CH2:69][NH:70][CH3:71]. No catalyst specified. The product is [Cl:2][C:3]1[CH:4]=[C:5]([NH:17][C:18]2[C:27]3[C:22](=[CH:23][CH:24]=[CH:25][C:26]=3[O:28][CH2:29][C:30]([N:70]([CH2:69][CH2:68][N:67]([CH3:72])[CH3:66])[CH3:71])=[O:32])[N:21]=[CH:20][N:19]=2)[CH:6]=[CH:7][C:8]=1[O:9][CH2:10][C:11]1[CH:16]=[CH:15][CH:14]=[CH:13][N:12]=1. The yield is 0.0800. (4) The reactants are Cl[C:2]1[CH:7]=[C:6]([C:8]2[CH:13]=[CH:12][C:11]([S:14]([CH2:17][CH3:18])(=[O:16])=[O:15])=[CH:10][C:9]=2[O:19][CH3:20])[C:5]([C:21]#[N:22])=[CH:4][CH:3]=1.C([O-])(=O)C.[K+].[B:28]1(B2OC(C)(C)C(C)(C)O2)[O:32]C(C)(C)C(C)(C)[O:29]1. The catalyst is O1CCOCC1.C1(P([C-]2C=CC=C2)C2C=CC=CC=2)C=CC=CC=1.[C-]1(P(C2C=CC=CC=2)C2C=CC=CC=2)C=CC=C1.[Fe+2].[Pd](Cl)Cl. The product is [C:21]([C:5]1[C:6]([C:8]2[CH:13]=[CH:12][C:11]([S:14]([CH2:17][CH3:18])(=[O:16])=[O:15])=[CH:10][C:9]=2[O:19][CH3:20])=[CH:7][C:2]([B:28]([OH:32])[OH:29])=[CH:3][CH:4]=1)#[N:22]. The yield is 0.250.